Dataset: Full USPTO retrosynthesis dataset with 1.9M reactions from patents (1976-2016). Task: Predict the reactants needed to synthesize the given product. Given the product [Cl:1][CH2:2][C:3]1[CH:8]=[C:7]([O:9][CH3:10])[C:6]([N+:11]([O-:13])=[O:12])=[C:5]([F:15])[CH:4]=1, predict the reactants needed to synthesize it. The reactants are: [Cl:1][CH2:2][C:3]1[CH:8]=[C:7]([O:9][CH3:10])[C:6]([N+:11]([O-:13])=[O:12])=[CH:5][C:4]=1F.[F:15]C1C=C(CO)C=C(OC)C=1[N+]([O-])=O.